Dataset: Full USPTO retrosynthesis dataset with 1.9M reactions from patents (1976-2016). Task: Predict the reactants needed to synthesize the given product. (1) Given the product [F:22][C:23]1[N:28]=[C:27]([O:29][CH3:30])[C:26]([C:2]2[C:11]3[C:6](=[CH:7][C:8]([S:12]([NH:15][C:16]4[CH:21]=[CH:20][N:19]=[CH:18][N:17]=4)(=[O:14])=[O:13])=[CH:9][CH:10]=3)[CH:5]=[CH:4][N:3]=2)=[CH:25][CH:24]=1, predict the reactants needed to synthesize it. The reactants are: Cl[C:2]1[C:11]2[C:6](=[CH:7][C:8]([S:12]([NH:15][C:16]3[CH:21]=[CH:20][N:19]=[CH:18][N:17]=3)(=[O:14])=[O:13])=[CH:9][CH:10]=2)[CH:5]=[CH:4][N:3]=1.[F:22][C:23]1[N:28]=[C:27]([O:29][CH3:30])[C:26](B(O)O)=[CH:25][CH:24]=1.C([O-])([O-])=O.[K+].[K+].O1CCOCC1. (2) Given the product [CH2:17]([O:19][C:20](=[O:31])[C:21]([CH3:22])=[CH:15][C:5]1[N:4]([CH:1]2[CH2:2][CH2:3]2)[C:8]([C:9]2[CH:10]=[CH:11][N:12]=[CH:13][CH:14]=2)=[N:7][N:6]=1)[CH3:18], predict the reactants needed to synthesize it. The reactants are: [CH:1]1([N:4]2[C:8]([C:9]3[CH:14]=[CH:13][N:12]=[CH:11][CH:10]=3)=[N:7][N:6]=[C:5]2[CH2:15]O)[CH2:3][CH2:2]1.[CH2:17]([O:19][C:20](=[O:31])[CH:21](P(OCC)(OCC)=O)[CH3:22])[CH3:18].C1CCN2C(=NCCC2)CC1. (3) Given the product [N:30]1([C:27]([C:23]2[N:24]=[CH:25][N:26]=[C:21]([NH:20][C:16]3[CH:17]=[C:18]4[C:13](=[CH:14][CH:15]=3)[CH2:12][C:4]3([C:5]5[C:6](=[N:7][CH:8]=[CH:9][CH:10]=5)[NH:11][C:3]3=[O:2])[CH2:19]4)[CH:22]=2)=[O:28])[C:34]2=[N:35][CH:36]=[CH:37][CH:38]=[C:33]2[CH2:32][CH2:31]1, predict the reactants needed to synthesize it. The reactants are: Cl.[O:2]=[C:3]1[NH:11][C:6]2=[N:7][CH:8]=[CH:9][CH:10]=[C:5]2[C:4]21[CH2:19][C:18]1[C:13](=[CH:14][CH:15]=[C:16]([NH:20][C:21]3[N:26]=[CH:25][N:24]=[C:23]([C:27](O)=[O:28])[CH:22]=3)[CH:17]=1)[CH2:12]2.[NH:30]1[C:34]2=[N:35][CH:36]=[CH:37][CH:38]=[C:33]2[CH2:32][CH2:31]1.CCN(C(C)C)C(C)C.CN(C(ON1N=NC2C=CC=CC1=2)=[N+](C)C)C.[B-](F)(F)(F)F. (4) Given the product [Cl:32][C:24]1[CH:23]=[C:22]([C:20]2[O:19][N:18]=[C:17]([C:11]3[C:12]([CH3:16])=[C:13]4[C:8](=[CH:9][CH:10]=3)[CH2:7][N:6]([CH2:5][C:4]([OH:33])=[O:3])[CH2:15][CH2:14]4)[N:21]=2)[CH:27]=[CH:26][C:25]=1[O:28][CH:29]([CH3:30])[CH3:31], predict the reactants needed to synthesize it. The reactants are: C([O:3][C:4](=[O:33])[CH2:5][N:6]1[CH2:15][CH2:14][C:13]2[C:8](=[CH:9][CH:10]=[C:11]([C:17]3[N:21]=[C:20]([C:22]4[CH:27]=[CH:26][C:25]([O:28][CH:29]([CH3:31])[CH3:30])=[C:24]([Cl:32])[CH:23]=4)[O:19][N:18]=3)[C:12]=2[CH3:16])[CH2:7]1)C.[OH-].[Na+]. (5) The reactants are: [Cl:1][C:2]1[CH:7]=[CH:6][C:5]([S:8]([NH:11][CH2:12][C:13]2[CH:22]=[CH:21][C:16]([C:17]([O:19][CH3:20])=[O:18])=[CH:15][CH:14]=2)(=[O:10])=[O:9])=[CH:4][CH:3]=1.Cl.NCC1C=CC(C(OC)=O)=C([F:36])C=1.ClC1C=CC(S(Cl)(=O)=O)=CC=1. Given the product [Cl:1][C:2]1[CH:7]=[CH:6][C:5]([S:8]([NH:11][CH2:12][C:13]2[CH:14]=[CH:15][C:16]([C:17]([O:19][CH3:20])=[O:18])=[C:21]([F:36])[CH:22]=2)(=[O:10])=[O:9])=[CH:4][CH:3]=1, predict the reactants needed to synthesize it. (6) The reactants are: [NH:1]1[C:5]2[CH:6]=[CH:7][C:8]([C:10]([N:12]3[CH2:19][CH2:18][C:17]4([CH3:23])[C:20]([CH3:22])([CH3:21])[CH:13]3[CH2:14][C:15]3[CH:27]=[C:26]([C:28]#[N:29])[CH:25]=[CH:24][C:16]=34)=[O:11])=[CH:9][C:4]=2[N:3]=[CH:2]1.[NH2:30][OH:31]. Given the product [NH:1]1[C:5]2[CH:6]=[CH:7][C:8]([C:10]([N:12]3[CH2:19][CH2:18][C:17]4([CH3:23])[C:20]([CH3:22])([CH3:21])[CH:13]3[CH2:14][C:15]3[CH:27]=[C:26]([C:28]([NH:30][OH:31])=[NH:29])[CH:25]=[CH:24][C:16]=34)=[O:11])=[CH:9][C:4]=2[N:3]=[CH:2]1, predict the reactants needed to synthesize it.